Regression. Given a peptide amino acid sequence and an MHC pseudo amino acid sequence, predict their binding affinity value. This is MHC class I binding data. From a dataset of Peptide-MHC class I binding affinity with 185,985 pairs from IEDB/IMGT. (1) The peptide sequence is FNMTGLKRDK. The MHC is Mamu-B8301 with pseudo-sequence Mamu-B8301. The binding affinity (normalized) is 0.933. (2) The peptide sequence is RVDFCGKGY. The MHC is HLA-A24:02 with pseudo-sequence HLA-A24:02. The binding affinity (normalized) is 0. (3) The peptide sequence is TSCAPMMQK. The MHC is HLA-B39:01 with pseudo-sequence HLA-B39:01. The binding affinity (normalized) is 0.0847. (4) The peptide sequence is GLLPSLLLLG. The MHC is HLA-A02:02 with pseudo-sequence HLA-A02:02. The binding affinity (normalized) is 0.486. (5) The peptide sequence is EIYTYFSHC. The MHC is HLA-B15:01 with pseudo-sequence HLA-B15:01. The binding affinity (normalized) is 0.368. (6) The peptide sequence is QEIQLLAAV. The MHC is HLA-B40:01 with pseudo-sequence HLA-B40:01. The binding affinity (normalized) is 0.697.